Predict the product of the given reaction. From a dataset of Forward reaction prediction with 1.9M reactions from USPTO patents (1976-2016). (1) Given the reactants [Br:1][C:2]1[CH:11]=[C:10]2[C:5]([CH2:6][CH2:7]/[C:8](=[CH:13]\[C:14]3[CH:15]=[N:16][CH:17]=[CH:18][CH:19]=3)/[C:9]2=[O:12])=[CH:4][CH:3]=1, predict the reaction product. The product is: [Br:1][C:2]1[CH:11]=[C:10]2[C:5]([CH2:6][CH2:7][CH:8]([CH2:13][C:14]3[CH:15]=[N:16][CH:17]=[CH:18][CH:19]=3)[C:9]2=[O:12])=[CH:4][CH:3]=1. (2) Given the reactants [Br:1][C:2]1[CH:3]=[C:4]([CH2:10][CH2:11][OH:12])[CH:5]=[CH:6][C:7]=1[O:8][CH3:9].[CH2:13]([O:15][CH:16]([O:22]CC)[C:17](OCC)=O)C, predict the reaction product. The product is: [Br:1][C:2]1[CH:3]=[C:4]2[C:5](=[CH:6][C:7]=1[O:8][CH3:9])[CH:17]([C:16]([O:15][CH3:13])=[O:22])[O:12][CH2:11][CH2:10]2. (3) Given the reactants [NH2:1][CH:2]1[CH:9]2[CH2:10][CH:5]3[CH2:6][CH:7]([CH2:11][CH:3]1[CH2:4]3)[CH2:8]2.C1N=CN([C:17]([N:19]2[CH:23]=N[CH:21]=[CH:20]2)=[O:18])C=1.CCN(C(C)C)C(C)C.[Cl:33][C:34]1[CH:47]=[C:46]2[C:37]([CH:38]([CH2:48][C:49]([O:51][CH2:52][CH3:53])=[O:50])[CH2:39][C:40]32CCNC[CH2:41]3)=[CH:36][CH:35]=1, predict the reaction product. The product is: [CH:9]12[CH2:10][CH:5]3[CH2:6][CH:7]([CH2:11][CH:3]([CH2:4]3)[CH:2]1[NH:1][C:17]([N:19]1[CH2:20][CH2:21][C:40]3([C:46]4[C:37](=[CH:36][CH:35]=[C:34]([Cl:33])[CH:47]=4)[CH:38]([CH2:48][C:49]([O:51][CH2:52][CH3:53])=[O:50])[CH2:39]3)[CH2:41][CH2:23]1)=[O:18])[CH2:8]2. (4) Given the reactants [C:1]1([CH3:33])[CH:6]=[CH:5][C:4]([N:7]([CH:15]2[CH2:20][CH2:19][N:18]([CH2:21][CH2:22][C:23]3([CH2:29][C:30](O)=[O:31])[CH2:28][CH2:27][CH2:26][CH2:25][CH2:24]3)[CH2:17][CH2:16]2)[C:8]([C:10]2[O:11][CH:12]=[CH:13][CH:14]=2)=[O:9])=[CH:3][CH:2]=1.[CH3:34][S:35]([NH2:38])(=[O:37])=[O:36].C1(N=C=NC2CCCCC2)CCCCC1, predict the reaction product. The product is: [CH3:34][S:35]([NH:38][C:30]([CH2:29][C:23]1([CH2:22][CH2:21][N:18]2[CH2:19][CH2:20][CH:15]([N:7]([C:4]3[CH:3]=[CH:2][C:1]([CH3:33])=[CH:6][CH:5]=3)[C:8]([C:10]3[O:11][CH:12]=[CH:13][CH:14]=3)=[O:9])[CH2:16][CH2:17]2)[CH2:28][CH2:27][CH2:26][CH2:25][CH2:24]1)=[O:31])(=[O:37])=[O:36]. (5) Given the reactants [F:1][C:2]1[CH:3]=[C:4]([CH2:9][OH:10])[CH:5]=[CH:6][C:7]=1[F:8].[H-].[Na+].Cl[C:14]1[CH:15]=[C:16]2[N:23](C(OC(C)(C)C)=O)[C@@H:22]([CH3:31])[CH2:21][N:17]2[C:18](=[O:20])[N:19]=1, predict the reaction product. The product is: [F:1][C:2]1[CH:3]=[C:4]([CH:5]=[CH:6][C:7]=1[F:8])[CH2:9][O:10][C:14]1[CH:15]=[C:16]2[NH:23][C@@H:22]([CH3:31])[CH2:21][N:17]2[C:18](=[O:20])[N:19]=1. (6) Given the reactants CC(C)([O-])C.[Na+].[CH3:7][C:8]1[NH:9][C:10]2[C:15]([C:16]=1[O:17][C:18]1[CH:23]=[CH:22][C:21]([S:24]([CH3:27])(=[O:26])=[O:25])=[CH:20][CH:19]=1)=[CH:14][C:13]([CH3:28])=[CH:12][CH:11]=2.Br[CH2:30][C:31]([O:33]CC)=[O:32], predict the reaction product. The product is: [CH3:7][C:8]1[N:9]([CH2:30][C:31]([OH:33])=[O:32])[C:10]2[C:15]([C:16]=1[O:17][C:18]1[CH:19]=[CH:20][C:21]([S:24]([CH3:27])(=[O:26])=[O:25])=[CH:22][CH:23]=1)=[CH:14][C:13]([CH3:28])=[CH:12][CH:11]=2.